The task is: Predict which catalyst facilitates the given reaction.. This data is from Catalyst prediction with 721,799 reactions and 888 catalyst types from USPTO. (1) Reactant: [Cl:1][C:2]1[N:3]=[CH:4][NH:5][C:6]=1[Cl:7].[OH-].[K+].Br[CH2:11][CH3:12].Cl.ClC[C:16]1[CH:25]=[CH:24][C:23]2[C:18](=[CH:19][CH:20]=[CH:21][CH:22]=2)[N:17]=1. Product: [CH2:16]([N:17]1[C:18]2[C:23](=[CH:22][CH:21]=[CH:20][CH:19]=2)[CH:24]=[C:11]([CH3:12])[CH2:2]1)[CH3:25].[Cl-:1].[Cl:1][C:2]1[NH:3][CH:4]=[NH+:5][C:6]=1[Cl:7]. The catalyst class is: 10. (2) Reactant: C(OC([N:11]1[CH2:16][CH2:15][C:14]2[N:17]=[C:18]([C:20]3[CH:25]=[CH:24][C:23]([O:26]C)=[CH:22][CH:21]=3)[S:19][C:13]=2[CH2:12]1)=O)C1C=CC=CC=1.B(Br)(Br)Br. Product: [N:17]1[C:14]2[CH2:15][CH2:16][NH:11][CH2:12][C:13]=2[S:19][C:18]=1[C:20]1[CH:25]=[CH:24][C:23]([OH:26])=[CH:22][CH:21]=1. The catalyst class is: 8. (3) The catalyst class is: 26. Product: [F:1][C:2]1[C:3]([NH:17][C:18](=[S:30])[CH3:19])=[N:4][C:5]([O:8][CH2:9][C:10]2[CH:15]=[CH:14][C:13]([F:16])=[CH:12][CH:11]=2)=[N:6][CH:7]=1. Reactant: [F:1][C:2]1[C:3]([NH:17][C:18](=O)[CH3:19])=[N:4][C:5]([O:8][CH2:9][C:10]2[CH:15]=[CH:14][C:13]([F:16])=[CH:12][CH:11]=2)=[N:6][CH:7]=1.COC1C=CC(P2(SP(C3C=CC(OC)=CC=3)(=S)S2)=[S:30])=CC=1. (4) Reactant: C([O:5][C:6]([C:8]1[CH:9]=[C:10]([CH:22]=[CH:23][C:24]=1[F:25])[C:11]([NH:13][C:14]1[CH:19]=[CH:18][CH:17]=[C:16]([O:20][CH3:21])[CH:15]=1)=[O:12])=[CH2:7])CCC.Cl. Product: [C:6]([C:8]1[CH:9]=[C:10]([CH:22]=[CH:23][C:24]=1[F:25])[C:11]([NH:13][C:14]1[CH:19]=[CH:18][CH:17]=[C:16]([O:20][CH3:21])[CH:15]=1)=[O:12])(=[O:5])[CH3:7]. The catalyst class is: 12. (5) Reactant: [CH2:1]([C:3]1[N:13]([CH2:14][C:15]2[CH:20]=[CH:19][C:18]([CH2:21][CH2:22][CH2:23]O)=[CH:17][CH:16]=2)[C:6]2=[N:7][C:8]([CH3:12])=[CH:9][C:10]([CH3:11])=[C:5]2[N:4]=1)[CH3:2].[CH3:25][N:26]1[CH2:31][CH2:30][NH:29][CH2:28][CH2:27]1.[I-].C(C[P+](C)(C)C)#N.C(N(C(C)C)CC)(C)C.[ClH:49]. Product: [ClH:49].[ClH:49].[CH2:1]([C:3]1[N:13]([CH2:14][C:15]2[CH:20]=[CH:19][C:18]([CH2:21][CH2:22][CH2:23][N:29]3[CH2:30][CH2:31][N:26]([CH3:25])[CH2:27][CH2:28]3)=[CH:17][CH:16]=2)[C:6]2=[N:7][C:8]([CH3:12])=[CH:9][C:10]([CH3:11])=[C:5]2[N:4]=1)[CH3:2]. The catalyst class is: 397.